This data is from Reaction yield outcomes from USPTO patents with 853,638 reactions. The task is: Predict the reaction yield, written as a fraction of the theoretical maximum amount of product (1.0 means a 100% yield; for example, 0.34 means a 34% yield). The reactants are [N:1]1([CH2:7][C:8]2[CH:13]=[CH:12][C:11]([C:14]3[NH:22][C:21]4[C:16](=[C:17]([C:23]([O:25]C)=O)[CH:18]=[CH:19][N:20]=4)[N:15]=3)=[CH:10][CH:9]=2)[CH2:6][CH2:5][O:4][CH2:3][CH2:2]1.[OH-].[Li+].CCN(C(C)C)C(C)C.[NH2:38][C:39]1[CH:40]=[N:41][CH:42]=[CH:43][CH:44]=1. The catalyst is C1COCC1.O.CN(C=O)C. The product is [N:1]1([CH2:7][C:8]2[CH:13]=[CH:12][C:11]([C:14]3[NH:22][C:21]4=[N:20][CH:19]=[CH:18][C:17]([C:23]([NH:38][C:39]5[CH:40]=[N:41][CH:42]=[CH:43][CH:44]=5)=[O:25])=[C:16]4[N:15]=3)=[CH:10][CH:9]=2)[CH2:6][CH2:5][O:4][CH2:3][CH2:2]1. The yield is 0.160.